This data is from Choline transporter screen with 302,306 compounds. The task is: Binary Classification. Given a drug SMILES string, predict its activity (active/inactive) in a high-throughput screening assay against a specified biological target. The drug is Clc1c(NC(=O)COC(=O)C2NC(=O)CC2)cc(Cl)cc1. The result is 0 (inactive).